Task: Predict the product of the given reaction.. Dataset: Forward reaction prediction with 1.9M reactions from USPTO patents (1976-2016) Given the reactants [NH2:1][CH2:2][C:3]1[CH:4]=[CH:5][C:6]([Cl:25])=[C:7]([C:9]2[NH:13][C:12](=[O:14])[N:11]([C:15]3[CH:20]=[CH:19][C:18]([C:21]([F:24])([F:23])[F:22])=[CH:17][CH:16]=3)[N:10]=2)[CH:8]=1.CN(C=O)C.CN(C(ON1N=NC2C=CC=CC1=2)=[N+](C)C)C.[B-](F)(F)(F)F.[CH3:53][O:54][CH2:55][C:56]([CH3:61])([CH3:60])[C:57](O)=[O:58], predict the reaction product. The product is: [Cl:25][C:6]1[CH:5]=[CH:4][C:3]([CH2:2][NH:1][C:57](=[O:58])[C:56]([CH3:61])([CH3:60])[CH2:55][O:54][CH3:53])=[CH:8][C:7]=1[C:9]1[NH:13][C:12](=[O:14])[N:11]([C:15]2[CH:16]=[CH:17][C:18]([C:21]([F:24])([F:23])[F:22])=[CH:19][CH:20]=2)[N:10]=1.